Dataset: Forward reaction prediction with 1.9M reactions from USPTO patents (1976-2016). Task: Predict the product of the given reaction. The product is: [Br:22][CH2:23][C:13]1[CH:12]=[CH:11][C:14]2[C:15](=[CH:16][CH:17]=[CH:18][CH:19]=2)[CH:33]=1. Given the reactants C(N1[CH2:13][CH2:12][CH:11]([C:14]2[CH:19]=[CH:18][CH:17]=[C:16](O)[CH:15]=2)C(O)C1)C1C=CC=CC=1.[Br:22][CH2:23]CCOC1CCCCO1.[C:33](=O)([O-])[O-].[K+].[K+].C(N1CCC(C2C=CC=C(OCCCOC3CCCCO3)C=2)C(O)C1)C1C=CC=CC=1, predict the reaction product.